Task: Regression. Given two drug SMILES strings and cell line genomic features, predict the synergy score measuring deviation from expected non-interaction effect.. Dataset: NCI-60 drug combinations with 297,098 pairs across 59 cell lines Drug 1: C1=C(C(=O)NC(=O)N1)N(CCCl)CCCl. Drug 2: CS(=O)(=O)OCCCCOS(=O)(=O)C. Cell line: 786-0. Synergy scores: CSS=13.1, Synergy_ZIP=-11.4, Synergy_Bliss=-10.4, Synergy_Loewe=-10.3, Synergy_HSA=-8.83.